Dataset: Full USPTO retrosynthesis dataset with 1.9M reactions from patents (1976-2016). Task: Predict the reactants needed to synthesize the given product. (1) The reactants are: Cl[C:2]1[CH:7]=[C:6]([C:8]2[CH:13]=[CH:12][C:11]([C:14]([F:17])([F:16])[F:15])=[CH:10][CH:9]=2)[CH:5]=[CH:4][N:3]=1.[NH2:18][C:19]1[CH:20]=[CH:21][CH:22]=[C:23]2[C:28]=1[CH2:27][CH:26]([OH:29])[CH2:25][CH2:24]2.C1(P(C2C=CC=CC=2)C2(P(C3C=CC=CC=3)C3C=CC=CC=3)CC=C3C(C=CC=C3)=C2C2C3C(=CC=CC=3)C=CC=2)C=CC=CC=1.CC(C)([O-])C.[Na+]. Given the product [F:15][C:14]([F:17])([F:16])[C:11]1[CH:12]=[CH:13][C:8]([C:6]2[CH:5]=[CH:4][N:3]=[C:2]([NH:18][C:19]3[CH:20]=[CH:21][CH:22]=[C:23]4[C:28]=3[CH2:27][CH:26]([OH:29])[CH2:25][CH2:24]4)[CH:7]=2)=[CH:9][CH:10]=1, predict the reactants needed to synthesize it. (2) Given the product [CH:1]([NH:4][C:5]([C:7]1[C:15]2[C:10](=[N:11][CH:12]=[C:13]([C:16]3[C:24]4[C:19](=[CH:20][C:21]([Cl:26])=[CH:22][C:23]=4[F:25])[N:18]([CH2:39][CH2:40][N:41]4[CH2:46][CH2:45][O:44][CH2:43][CH2:42]4)[N:17]=3)[N:14]=2)[N:9]([CH2:27][O:28][CH2:29][CH2:30][Si:31]([CH3:32])([CH3:34])[CH3:33])[CH:8]=1)=[O:6])([CH3:3])[CH3:2], predict the reactants needed to synthesize it. The reactants are: [CH:1]([NH:4][C:5]([C:7]1[C:15]2[C:10](=[N:11][CH:12]=[C:13]([C:16]3[C:24]4[C:19](=[CH:20][C:21]([Cl:26])=[CH:22][C:23]=4[F:25])[NH:18][N:17]=3)[N:14]=2)[N:9]([CH2:27][O:28][CH2:29][CH2:30][Si:31]([CH3:34])([CH3:33])[CH3:32])[CH:8]=1)=[O:6])([CH3:3])[CH3:2].[H-].[Na+].Cl.Br[CH2:39][CH2:40][N:41]1[CH2:46][CH2:45][O:44][CH2:43][CH2:42]1.C(=O)(O)[O-].[Na+]. (3) Given the product [Br:3][C:4]1[CH:12]=[CH:11][CH:10]=[C:9]2[C:5]=1[CH2:6][C:7](=[O:15])[NH:8]2, predict the reactants needed to synthesize it. The reactants are: II.[Br:3][C:4]1[CH:12]=[CH:11][CH:10]=[C:9]2[C:5]=1[CH:6]=[CH:7][NH:8]2.[OH-].[K+].[O-:15]S([O-])=O.[Na+].[Na+]. (4) Given the product [C:24]([O:23][C:21](=[O:22])[NH:1][C@H:2]1[CH2:3][CH2:4][CH2:5][N:6]([C:7]([NH:8][C:31]([O:33][CH2:34][C:35]2[CH:40]=[CH:39][CH:38]=[CH:37][CH:36]=2)=[O:32])=[NH:9])[C:10]1=[O:12])([CH3:25])([CH3:26])[CH3:27], predict the reactants needed to synthesize it. The reactants are: [NH2:1][C@H:2]([C:10]([OH:12])=O)[CH2:3][CH2:4][CH2:5][NH:6][C:7](=[NH:9])[NH2:8].[C:21](O[C:21]([O:23][C:24]([CH3:27])([CH3:26])[CH3:25])=[O:22])([O:23][C:24]([CH3:27])([CH3:26])[CH3:25])=[O:22].[OH-].[Na+].Cl[C:31]([O:33][CH2:34][C:35]1[CH:40]=[CH:39][CH:38]=[CH:37][CH:36]=1)=[O:32].[OH-].[K+].[Cl-].[Na+].ClC(OCC(C)C)=O. (5) Given the product [Br:1][C:2]1[CH:3]=[CH:4][C:5]2[CH2:6][CH2:7][CH2:8][C:9](=[O:12])[NH:14][C:10]=2[CH:11]=1, predict the reactants needed to synthesize it. The reactants are: [Br:1][C:2]1[CH:11]=[C:10]2[C:5]([CH2:6][CH2:7][CH2:8][C:9]2=[O:12])=[CH:4][CH:3]=1.Cl.[NH2:14]O.[Na]. (6) Given the product [CH2:21]([O:25][C:26](=[O:29])[CH2:27][N:28]1[C:16](=[O:18])[C:9]2[C:10](=[CH:14][CH:15]=[C:7]([O:6][C:5]3[CH:4]=[CH:3][C:2]([Cl:1])=[CH:20][CH:19]=3)[CH:8]=2)[C:11]1=[O:13])[CH2:22][CH2:23][CH3:24], predict the reactants needed to synthesize it. The reactants are: [Cl:1][C:2]1[CH:20]=[CH:19][C:5]([O:6][C:7]2[CH:8]=[C:9]([C:16]([OH:18])=O)[C:10](=[CH:14][CH:15]=2)[C:11]([OH:13])=O)=[CH:4][CH:3]=1.[CH2:21]([O:25][C:26](=[O:29])[CH2:27][NH2:28])[CH2:22][CH2:23][CH3:24].